From a dataset of Peptide-MHC class I binding affinity with 185,985 pairs from IEDB/IMGT. Regression. Given a peptide amino acid sequence and an MHC pseudo amino acid sequence, predict their binding affinity value. This is MHC class I binding data. The peptide sequence is CSDAFYPFY. The MHC is HLA-A01:01 with pseudo-sequence HLA-A01:01. The binding affinity (normalized) is 1.00.